Dataset: Forward reaction prediction with 1.9M reactions from USPTO patents (1976-2016). Task: Predict the product of the given reaction. (1) Given the reactants Br[C:2]1[N:7]=[C:6]([C:8]([NH:10][C:11]2[CH:12]=[N:13][CH:14]=[CH:15][C:16]=2[C@@H:17]2[CH2:22][CH2:21][CH2:20][C@H:19]([N:23]3C(=O)C4C(=CC=CC=4)C3=O)[CH2:18]2)=[O:9])[CH:5]=[CH:4][C:3]=1[F:34].[F:35][C:36]1[CH:41]=[CH:40][CH:39]=[C:38]([F:42])[C:37]=1B(O)O.C(N(CC)CC)C, predict the reaction product. The product is: [NH2:23][C@H:19]1[CH2:20][CH2:21][CH2:22][C@@H:17]([C:16]2[CH:15]=[CH:14][N:13]=[CH:12][C:11]=2[NH:10][C:8](=[O:9])[C:6]2[CH:5]=[CH:4][C:3]([F:34])=[C:2]([C:37]3[C:36]([F:35])=[CH:41][CH:40]=[CH:39][C:38]=3[F:42])[N:7]=2)[CH2:18]1. (2) Given the reactants [Cl:1][C:2]1[C:3]2[N:4]([CH:13]=[CH:14][CH:15]=2)[N:5]=[CH:6][C:7]=1[C:8]([O:10]CC)=[O:9].O, predict the reaction product. The product is: [Cl:1][C:2]1[C:3]2[N:4]([CH:13]=[CH:14][CH:15]=2)[N:5]=[CH:6][C:7]=1[C:8]([OH:10])=[O:9]. (3) Given the reactants [CH2:1]([O:3][C:4](=[O:12])[CH2:5][C:6]1[N:7]=[C:8]([SH:11])[S:9][CH:10]=1)[CH3:2].[C:13]([O:17][C:18](=[O:23])[CH:19](Br)[CH2:20][CH3:21])([CH3:16])([CH3:15])[CH3:14], predict the reaction product. The product is: [C:13]([O:17][C:18](=[O:23])[CH:19]([S:11][C:8]1[S:9][CH:10]=[C:6]([CH2:5][C:4]([O:3][CH2:1][CH3:2])=[O:12])[N:7]=1)[CH2:20][CH3:21])([CH3:16])([CH3:15])[CH3:14]. (4) The product is: [CH3:1][O:2][C:3]([C:5]1[C:6]([CH:17]([CH3:19])[CH3:18])=[N:7][C:8]2[C:13]([C:14]=1[C:23]1[CH:24]=[CH:25][C:26]([F:27])=[C:21]([Cl:20])[CH:22]=1)=[CH:12][C:11]([Cl:16])=[CH:10][CH:9]=2)=[O:4]. Given the reactants [CH3:1][O:2][C:3]([C:5]1[C:6]([CH:17]([CH3:19])[CH3:18])=[N:7][C:8]2[C:13]([C:14]=1Br)=[CH:12][C:11]([Cl:16])=[CH:10][CH:9]=2)=[O:4].[Cl:20][C:21]1[CH:22]=[C:23](B(O)O)[CH:24]=[CH:25][C:26]=1[F:27], predict the reaction product. (5) Given the reactants Cl.Cl.Cl.[NH2:4][C@H:5]([C:10]1[N:11]=[C:12]([NH:15][C:16]2[CH:21]=[CH:20][C:19]([N:22]3[CH:26]=[C:25]([CH3:27])[N:24]=[CH:23]3)=[C:18]([O:28][CH3:29])[CH:17]=2)[S:13][CH:14]=1)[CH2:6][CH:7]([CH3:9])[CH3:8].[C:30]1([CH2:36][CH:37]=O)[CH:35]=[CH:34][CH:33]=[CH:32][CH:31]=1, predict the reaction product. The product is: [CH3:29][O:28][C:18]1[CH:17]=[C:16]([NH:15][C:12]2[S:13][CH:14]=[C:10]([C@@H:5]([NH:4][CH2:37][CH2:36][C:30]3[CH:35]=[CH:34][CH:33]=[CH:32][CH:31]=3)[CH2:6][CH:7]([CH3:8])[CH3:9])[N:11]=2)[CH:21]=[CH:20][C:19]=1[N:22]1[CH:26]=[C:25]([CH3:27])[N:24]=[CH:23]1. (6) Given the reactants [NH2:1][C:2]1[S:3][C:4]2[C:10](=[O:11])[CH2:9][C:8]([CH3:13])([CH3:12])[CH2:7][C:5]=2[N:6]=1.[Cl:14][C:15]1[S:16][C:17]([S:21](Cl)(=[O:23])=[O:22])=[CH:18][C:19]=1[Cl:20], predict the reaction product. The product is: [Cl:20][C:19]1[CH:18]=[C:17]([S:21]([NH:1][C:2]2[S:3][C:4]3[C:10](=[O:11])[CH2:9][C:8]([CH3:13])([CH3:12])[CH2:7][C:5]=3[N:6]=2)(=[O:23])=[O:22])[S:16][C:15]=1[Cl:14]. (7) The product is: [C:14]1([S:20]([C:23](=[CH:9][C:8]2[CH:11]=[CH:12][C:5]([O:4][CH2:3][C:2]([CH3:1])=[CH2:13])=[CH:6][CH:7]=2)[C:24]#[N:25])(=[O:21])=[O:22])[CH:15]=[CH:16][CH:17]=[CH:18][CH:19]=1. Given the reactants [CH3:1][C:2](=[CH2:13])[CH2:3][O:4][C:5]1[CH:12]=[CH:11][C:8]([CH:9]=O)=[CH:7][CH:6]=1.[C:14]1([S:20]([CH2:23][C:24]#[N:25])(=[O:22])=[O:21])[CH:19]=[CH:18][CH:17]=[CH:16][CH:15]=1.N1CCCCC1, predict the reaction product.